The task is: Regression. Given a peptide amino acid sequence and an MHC pseudo amino acid sequence, predict their binding affinity value. This is MHC class I binding data.. This data is from Peptide-MHC class I binding affinity with 185,985 pairs from IEDB/IMGT. (1) The peptide sequence is YRTAVCGLY. The MHC is HLA-B15:17 with pseudo-sequence HLA-B15:17. The binding affinity (normalized) is 0.0847. (2) The peptide sequence is LLLLNTRQLK. The MHC is HLA-A33:01 with pseudo-sequence HLA-A33:01. The binding affinity (normalized) is 0.155. (3) The peptide sequence is KTVLPVTIM. The MHC is Mamu-A2601 with pseudo-sequence Mamu-A2601. The binding affinity (normalized) is 0.334. (4) The peptide sequence is LAYEHDVPI. The MHC is HLA-A02:19 with pseudo-sequence HLA-A02:19. The binding affinity (normalized) is 0.0847.